Dataset: NCI-60 drug combinations with 297,098 pairs across 59 cell lines. Task: Regression. Given two drug SMILES strings and cell line genomic features, predict the synergy score measuring deviation from expected non-interaction effect. (1) Drug 1: CC(CN1CC(=O)NC(=O)C1)N2CC(=O)NC(=O)C2. Drug 2: CCN(CC)CCCC(C)NC1=C2C=C(C=CC2=NC3=C1C=CC(=C3)Cl)OC. Cell line: HOP-92. Synergy scores: CSS=43.9, Synergy_ZIP=-8.36, Synergy_Bliss=1.01, Synergy_Loewe=2.70, Synergy_HSA=4.97. (2) Drug 1: C(CN)CNCCSP(=O)(O)O. Drug 2: CCC1(C2=C(COC1=O)C(=O)N3CC4=CC5=C(C=CC(=C5CN(C)C)O)N=C4C3=C2)O.Cl. Cell line: UACC-257. Synergy scores: CSS=11.5, Synergy_ZIP=-2.83, Synergy_Bliss=-1.54, Synergy_Loewe=-95.4, Synergy_HSA=-4.08. (3) Drug 1: CC1=C2C(C(=O)C3(C(CC4C(C3C(C(C2(C)C)(CC1OC(=O)C(C(C5=CC=CC=C5)NC(=O)OC(C)(C)C)O)O)OC(=O)C6=CC=CC=C6)(CO4)OC(=O)C)O)C)O. Drug 2: COC1=C2C(=CC3=C1OC=C3)C=CC(=O)O2. Cell line: SW-620. Synergy scores: CSS=11.7, Synergy_ZIP=-8.95, Synergy_Bliss=-12.7, Synergy_Loewe=-89.6, Synergy_HSA=-14.6. (4) Cell line: SNB-75. Drug 2: CN1C(=O)N2C=NC(=C2N=N1)C(=O)N. Drug 1: C1=CN(C(=O)N=C1N)C2C(C(C(O2)CO)O)O.Cl. Synergy scores: CSS=5.34, Synergy_ZIP=-0.971, Synergy_Bliss=2.77, Synergy_Loewe=-7.50, Synergy_HSA=0.807.